From a dataset of Merck oncology drug combination screen with 23,052 pairs across 39 cell lines. Regression. Given two drug SMILES strings and cell line genomic features, predict the synergy score measuring deviation from expected non-interaction effect. (1) Drug 1: CS(=O)(=O)CCNCc1ccc(-c2ccc3ncnc(Nc4ccc(OCc5cccc(F)c5)c(Cl)c4)c3c2)o1. Drug 2: CCC1(O)C(=O)OCc2c1cc1n(c2=O)Cc2cc3c(CN(C)C)c(O)ccc3nc2-1. Cell line: RKO. Synergy scores: synergy=16.0. (2) Drug 1: O=S1(=O)NC2(CN1CC(F)(F)F)C1CCC2Cc2cc(C=CCN3CCC(C(F)(F)F)CC3)ccc2C1. Drug 2: O=C(CCCCCCC(=O)Nc1ccccc1)NO. Cell line: OV90. Synergy scores: synergy=5.98.